From a dataset of Reaction yield outcomes from USPTO patents with 853,638 reactions. Predict the reaction yield, written as a fraction of the theoretical maximum amount of product (1.0 means a 100% yield; for example, 0.34 means a 34% yield). (1) The reactants are [F:1][C:2]([F:12])([F:11])[C:3]1[N:4]=[C:5]([C:8]([OH:10])=O)[S:6][CH:7]=1.[NH2:13][C:14]1[C:19]([Cl:20])=[C:18]([O:21][CH3:22])[CH:17]=[CH:16][C:15]=1[C:23](=[O:25])[CH3:24].C(C1C=CC(OC)=CC=1NC(C1SC=C(C(C)C)N=1)=O)(=O)C. No catalyst specified. The product is [C:23]([C:15]1[C:14]([NH:13][C:8]([C:5]2[S:6][CH:7]=[C:3]([C:2]([F:1])([F:12])[F:11])[N:4]=2)=[O:10])=[C:19]([Cl:20])[C:18]([O:21][CH3:22])=[CH:17][CH:16]=1)(=[O:25])[CH3:24]. The yield is 0.650. (2) The reactants are [Br:1][C:2]1[CH:27]=[CH:26][C:5]([NH:6][CH2:7][C:8]2[CH:13]=[CH:12][C:11]([O:14][CH2:15][C:16]3[CH:21]=[CH:20][C:19]([O:22][CH3:23])=[CH:18][CH:17]=3)=[C:10]([O:24][CH3:25])[CH:9]=2)=[C:4]([N+:28]([O-])=O)[CH:3]=1.O.[Cl-].[NH4+]. The catalyst is O1CCCC1.C(O)C.[Fe]. The product is [Br:1][C:2]1[CH:3]=[C:4]([NH2:28])[C:5]([NH:6][CH2:7][C:8]2[CH:13]=[CH:12][C:11]([O:14][CH2:15][C:16]3[CH:21]=[CH:20][C:19]([O:22][CH3:23])=[CH:18][CH:17]=3)=[C:10]([O:24][CH3:25])[CH:9]=2)=[CH:26][CH:27]=1. The yield is 0.950.